Dataset: Peptide-MHC class II binding affinity with 134,281 pairs from IEDB. Task: Regression. Given a peptide amino acid sequence and an MHC pseudo amino acid sequence, predict their binding affinity value. This is MHC class II binding data. (1) The peptide sequence is GSDLRFLRGYHLYA. The MHC is DRB1_0101 with pseudo-sequence DRB1_0101. The binding affinity (normalized) is 0.702. (2) The MHC is DRB1_0101 with pseudo-sequence DRB1_0101. The binding affinity (normalized) is 0.428. The peptide sequence is YTDVFSLDPTFTIETT. (3) The peptide sequence is YDKFLANVSTVWTGK. The MHC is DRB1_1602 with pseudo-sequence DRB1_1602. The binding affinity (normalized) is 0.690. (4) The peptide sequence is AFILDGDNLFPDV. The MHC is HLA-DQA10501-DQB10201 with pseudo-sequence HLA-DQA10501-DQB10201. The binding affinity (normalized) is 0.946.